Dataset: Reaction yield outcomes from USPTO patents with 853,638 reactions. Task: Predict the reaction yield, written as a fraction of the theoretical maximum amount of product (1.0 means a 100% yield; for example, 0.34 means a 34% yield). (1) The reactants are [CH2:1]([O:3][C:4]([C:6]1[O:7][C:8]2[CH:15]=[CH:14][C:13]([Cl:16])=[C:12]([OH:17])[C:9]=2[C:10]=1[CH3:11])=[O:5])[CH3:2].[CH:18](Br)([CH3:20])[CH3:19].C([O-])([O-])=O.[K+].[K+]. The catalyst is CN(C=O)C. The product is [CH2:1]([O:3][C:4]([C:6]1[O:7][C:8]2[CH:15]=[CH:14][C:13]([Cl:16])=[C:12]([O:17][CH:18]([CH3:20])[CH3:19])[C:9]=2[C:10]=1[CH3:11])=[O:5])[CH3:2]. The yield is 1.00. (2) The reactants are [N:1]1[CH:6]=[CH:5][CH:4]=[C:3]([NH:7][C:8](=[O:14])[O:9][C:10]([CH3:13])([CH3:12])[CH3:11])[CH:2]=1.C([Li])(C)(C)C.N1([CH:26]=[O:27])CCCCC1. The catalyst is C1COCC1.CCCCC. The product is [CH:26]([C:4]1[CH:5]=[CH:6][N:1]=[CH:2][C:3]=1[NH:7][C:8](=[O:14])[O:9][C:10]([CH3:11])([CH3:13])[CH3:12])=[O:27]. The yield is 0.600.